This data is from Forward reaction prediction with 1.9M reactions from USPTO patents (1976-2016). The task is: Predict the product of the given reaction. (1) Given the reactants [Cl-].[Cl:2][C:3]1[C:12]2[C:7](=[CH:8][CH:9]=[CH:10][CH:11]=2)[CH:6]=[CH:5][C:4]=1[NH:13][CH2:14][CH2:15][NH3+:16].[S:17]1[CH:21]=[CH:20][CH:19]=[C:18]1[CH:22]=O, predict the reaction product. The product is: [Cl:2][C:3]1[C:12]2[C:7](=[CH:8][CH:9]=[CH:10][CH:11]=2)[CH:6]=[CH:5][C:4]=1[NH:13][CH2:14][CH2:15][NH:16][CH2:22][C:18]1[S:17][CH:21]=[CH:20][CH:19]=1. (2) Given the reactants Br[CH2:2][CH2:3][CH2:4][CH2:5][CH2:6][CH2:7][CH2:8][CH2:9][CH2:10][CH3:11].O.[Br:13][C:14]1[CH:15]=[CH:16][C:17]2[NH:18][C:19]3[C:24]([C:25]=2[CH:26]=1)=[CH:23][C:22]([Br:27])=[CH:21][CH:20]=3, predict the reaction product. The product is: [CH2:2]([N:18]1[C:17]2[CH:16]=[CH:15][C:14]([Br:13])=[CH:26][C:25]=2[C:24]2[C:19]1=[CH:20][CH:21]=[C:22]([Br:27])[CH:23]=2)[CH2:3][CH2:4][CH2:5][CH2:6][CH2:7][CH2:8][CH2:9][CH2:10][CH3:11].